Predict the reaction yield, written as a fraction of the theoretical maximum amount of product (1.0 means a 100% yield; for example, 0.34 means a 34% yield). From a dataset of Reaction yield outcomes from USPTO patents with 853,638 reactions. (1) The reactants are [OH:1][C@H:2]1[CH2:6][CH2:5][CH2:4][C@H:3]1[O:7][C@H:8]1[CH2:13][CH2:12][C@H:11]([N:14]2[C:19](=[O:20])[C:18]([CH2:21][C:22]3[CH:27]=[CH:26][C:25]([C:28]4[CH:33]=[CH:32][CH:31]=[CH:30][C:29]=4[C:34]4[NH:38][C:37](=[O:39])[O:36][N:35]=4)=[CH:24][CH:23]=3)=[C:17]([CH2:40][CH2:41][CH3:42])[N:16]3[N:43]=[CH:44][N:45]=[C:15]23)[CH2:10][CH2:9]1.CC(OI1(OC(C)=O)(OC(C)=O)OC(=O)C2C=CC=CC1=2)=O.C(=O)([O-])O.[Na+].S([O-])([O-])(=O)=S.[Na+].[Na+]. The catalyst is C(#N)C. The product is [O:1]=[C:2]1[CH2:6][CH2:5][CH2:4][CH:3]1[O:7][C@H:8]1[CH2:13][CH2:12][C@H:11]([N:14]2[C:19](=[O:20])[C:18]([CH2:21][C:22]3[CH:23]=[CH:24][C:25]([C:28]4[CH:33]=[CH:32][CH:31]=[CH:30][C:29]=4[C:34]4[NH:38][C:37](=[O:39])[O:36][N:35]=4)=[CH:26][CH:27]=3)=[C:17]([CH2:40][CH2:41][CH3:42])[N:16]3[N:43]=[CH:44][N:45]=[C:15]23)[CH2:10][CH2:9]1. The yield is 0.620. (2) The reactants are [O:1]1[CH2:6][CH2:5][C:4](=[O:7])[CH2:3][CH2:2]1.[Li+].CC([N-]C(C)C)C.C1C=CC(N([S:23]([C:26]([F:29])([F:28])[F:27])(=[O:25])=[O:24])[S:23]([C:26]([F:29])([F:28])[F:27])(=[O:25])=[O:24])=CC=1. The catalyst is C1COCC1. The product is [F:27][C:26]([F:29])([F:28])[S:23]([O:7][C:4]1[CH2:3][CH2:2][O:1][CH2:6][CH:5]=1)(=[O:25])=[O:24]. The yield is 0.380.